Dataset: Catalyst prediction with 721,799 reactions and 888 catalyst types from USPTO. Task: Predict which catalyst facilitates the given reaction. (1) Reactant: [CH3:1][O:2][C:3](=[O:13])[C:4]1[CH:9]=[C:8]([Cl:10])[CH:7]=[C:6]([CH3:11])[C:5]=1[OH:12].C([O-])([O-])=O.[K+].[K+].Br[CH:21]1[CH2:24][CH2:23][CH2:22]1. Product: [CH3:1][O:2][C:3](=[O:13])[C:4]1[CH:9]=[C:8]([Cl:10])[CH:7]=[C:6]([CH3:11])[C:5]=1[O:12][CH:21]1[CH2:24][CH2:23][CH2:22]1. The catalyst class is: 9. (2) Reactant: [CH3:1][C:2]1([CH3:33])[CH2:11][CH:10]=[C:9]([C:12]2[CH:17]=[CH:16][C:15]([CH2:18][CH3:19])=[CH:14][CH:13]=2)[C:8]2[CH:7]=[C:6]([C:20]#[C:21][C:22]3[CH:32]=[CH:31][C:25]([C:26]([O:28]CC)=[O:27])=[CH:24][CH:23]=3)[CH:5]=[CH:4][C:3]1=2.[OH-].[Na+].Cl. Product: [CH3:33][C:2]1([CH3:1])[CH2:11][CH:10]=[C:9]([C:12]2[CH:17]=[CH:16][C:15]([CH2:18][CH3:19])=[CH:14][CH:13]=2)[C:8]2[CH:7]=[C:6]([C:20]#[C:21][C:22]3[CH:23]=[CH:24][C:25]([C:26]([OH:28])=[O:27])=[CH:31][CH:32]=3)[CH:5]=[CH:4][C:3]1=2. The catalyst class is: 301. (3) Reactant: B(Br)(Br)Br.C[O:6][C:7]1[CH:8]=[C:9]2[C:14](=[CH:15][CH:16]=1)[CH2:13][N:12]([C:17]1[CH:22]=[CH:21][C:20]([O:23]C)=[CH:19][CH:18]=1)[CH2:11][CH2:10]2. Product: [OH:23][C:20]1[CH:21]=[CH:22][C:17]([N:12]2[CH2:11][CH2:10][C:9]3[C:14](=[CH:15][CH:16]=[C:7]([OH:6])[CH:8]=3)[CH2:13]2)=[CH:18][CH:19]=1. The catalyst class is: 2. (4) Reactant: [Cl:1][C:2]1[C:3]([F:43])=[C:4]([C@@H:8]2[C@:12]([C:15]3[CH:20]=[CH:19][C:18]([Cl:21])=[CH:17][C:16]=3[F:22])([C:13]#[N:14])[C@H:11]([CH2:23][C:24]([CH3:27])([CH3:26])[CH3:25])[NH:10][C@H:9]2[C:28]([NH:30][C:31]2[CH:36]=[CH:35][C:34]([CH2:37][CH2:38][C:39]([O:41]C)=[O:40])=[CH:33][CH:32]=2)=[O:29])[CH:5]=[CH:6][CH:7]=1.O.[OH-].[Li+].Cl. Product: [Cl:1][C:2]1[C:3]([F:43])=[C:4]([C@@H:8]2[C@:12]([C:15]3[CH:20]=[CH:19][C:18]([Cl:21])=[CH:17][C:16]=3[F:22])([C:13]#[N:14])[C@H:11]([CH2:23][C:24]([CH3:27])([CH3:26])[CH3:25])[NH:10][C@H:9]2[C:28]([NH:30][C:31]2[CH:32]=[CH:33][C:34]([CH2:37][CH2:38][C:39]([OH:41])=[O:40])=[CH:35][CH:36]=2)=[O:29])[CH:5]=[CH:6][CH:7]=1. The catalyst class is: 20. (5) Reactant: [N:1]1[C:10]2[C:5](=[CH:6][C:7]([O:11][CH:12]([CH2:30][CH3:31])[C:13]([NH:15][C:16]([CH3:29])([CH3:28])[C:17]#[C:18][CH:19]([O:24][SiH](C)C)C(C)(C)C)=[O:14])=[CH:8][CH:9]=2)[CH:4]=[CH:3][CH:2]=1.[F-].C([N+](CCCC)(CCCC)CCCC)CCC.CCCCCC.C(OCC)(=O)C. Product: [N:1]1[C:10]2[C:5](=[CH:6][C:7]([O:11][CH:12]([CH2:30][CH3:31])[C:13]([NH:15][C:16]([CH3:28])([CH3:29])[C:17]#[C:18][CH2:19][OH:24])=[O:14])=[CH:8][CH:9]=2)[CH:4]=[CH:3][CH:2]=1. The catalyst class is: 7. (6) Reactant: [CH3:1][C:2]1[N:10]([CH:11]([C:13](=[O:16])[CH2:14][CH3:15])[CH3:12])[C:5]2=[N:6][CH:7]=[CH:8][CH:9]=[C:4]2[C:3]=1[C:17]([O:19][C:20]([CH3:23])([CH3:22])[CH3:21])=[O:18].[BH4-].[Na+]. Product: [OH:16][CH:13]([CH2:14][CH3:15])[CH:11]([N:10]1[C:5]2=[N:6][CH:7]=[CH:8][CH:9]=[C:4]2[C:3]([C:17]([O:19][C:20]([CH3:22])([CH3:21])[CH3:23])=[O:18])=[C:2]1[CH3:1])[CH3:12]. The catalyst class is: 5.